From a dataset of Catalyst prediction with 721,799 reactions and 888 catalyst types from USPTO. Predict which catalyst facilitates the given reaction. (1) Reactant: [NH2:1][C:2]1[CH:7]=[CH:6][C:5]([NH:8][C:9]2[N:14]=[C:13]([NH:15][CH2:16][CH2:17][C:18]3[NH:19][CH:20]=[N:21][CH:22]=3)[C:12]([Br:23])=[CH:11][N:10]=2)=[CH:4][CH:3]=1.[CH:24](=O)[CH2:25][CH2:26][CH3:27].C([BH3-])#N.[Na+]. Product: [Br:23][C:12]1[C:13]([NH:15][CH2:16][CH2:17][C:18]2[NH:19][CH:20]=[N:21][CH:22]=2)=[N:14][C:9]([NH:8][C:5]2[CH:4]=[CH:3][C:2]([NH:1][CH2:24][CH2:25][CH2:26][CH3:27])=[CH:7][CH:6]=2)=[N:10][CH:11]=1. The catalyst class is: 5. (2) Reactant: [Cl:1][C:2]1[N:7]=[C:6]([C:8]([O:10]CC)=[CH2:9])[C:5]([F:13])=[CH:4][N:3]=1.[OH-].[K+]. Product: [Cl:1][C:2]1[N:7]=[C:6]([C:8](=[O:10])[CH3:9])[C:5]([F:13])=[CH:4][N:3]=1. The catalyst class is: 33.